This data is from Full USPTO retrosynthesis dataset with 1.9M reactions from patents (1976-2016). The task is: Predict the reactants needed to synthesize the given product. (1) Given the product [F:43][C:2]([F:42])([F:1])[C:3]([N:5]([C:6]1([C:11]2[CH:12]=[CH:13][C:14]([C:17]3[C:26]([C:27]4[CH:28]=[CH:29][CH:30]=[CH:31][CH:32]=4)=[CH:25][C:24]4[C:23]5=[N:33][N:34]=[C:35]([C:36]6[N:41]=[CH:40][CH:39]=[CH:38][N:37]=6)[N:22]5[CH:21]=[CH:20][C:19]=4[N:18]=3)=[CH:15][CH:16]=2)[CH2:9][CH:8]([OH:10])[CH2:7]1)[CH3:46])=[O:4], predict the reactants needed to synthesize it. The reactants are: [F:1][C:2]([F:43])([F:42])[C:3]([NH:5][C:6]1([C:11]2[CH:16]=[CH:15][C:14]([C:17]3[C:26]([C:27]4[CH:32]=[CH:31][CH:30]=[CH:29][CH:28]=4)=[CH:25][C:24]4[C:23]5=[N:33][N:34]=[C:35]([C:36]6[N:41]=[CH:40][CH:39]=[CH:38][N:37]=6)[N:22]5[CH:21]=[CH:20][C:19]=4[N:18]=3)=[CH:13][CH:12]=2)[CH2:9][CH:8]([OH:10])[CH2:7]1)=[O:4].IC.[C:46]([O-])([O-])=O.[K+].[K+]. (2) Given the product [Br:1][C:2]1[CH:3]=[N:4][C:5]2[N:6]([N:8]=[C:9]([C:11]([N:16]3[CH2:17][CH2:18][C:19]4[C:24](=[CH:23][CH:22]=[CH:21][C:20]=4[C:25]4[C:26]([CH3:30])=[N:27][NH:28][CH:29]=4)[CH:15]3[CH3:14])=[O:13])[CH:10]=2)[CH:7]=1, predict the reactants needed to synthesize it. The reactants are: [Br:1][C:2]1[CH:3]=[N:4][C:5]2[N:6]([N:8]=[C:9]([C:11]([OH:13])=O)[CH:10]=2)[CH:7]=1.[CH3:14][CH:15]1[C:24]2[C:19](=[C:20]([C:25]3[C:26]([CH3:30])=[N:27][NH:28][CH:29]=3)[CH:21]=[CH:22][CH:23]=2)[CH2:18][CH2:17][NH:16]1. (3) The reactants are: [C:1]([C:3]1[C:26](=[O:27])[C@@H:25]([CH3:28])[C@@H:6]2[CH2:7][CH2:8][C:9]3[CH:10]=[N:11][C:12]([C:15]4[CH:24]=[CH:23][C:18]([C:19]([O:21]C)=[O:20])=[CH:17][CH:16]=4)=[N:13][C:14]=3[C@@:5]2([C:29]2[CH:34]=[CH:33][CH:32]=[CH:31][CH:30]=2)[CH:4]=1)#[N:2].O.O.[OH-].[Li+].Cl. Given the product [C:1]([C:3]1[C:26](=[O:27])[C@@H:25]([CH3:28])[C@@H:6]2[CH2:7][CH2:8][C:9]3[CH:10]=[N:11][C:12]([C:15]4[CH:24]=[CH:23][C:18]([C:19]([OH:21])=[O:20])=[CH:17][CH:16]=4)=[N:13][C:14]=3[C@@:5]2([C:29]2[CH:34]=[CH:33][CH:32]=[CH:31][CH:30]=2)[CH:4]=1)#[N:2], predict the reactants needed to synthesize it.